Predict the reactants needed to synthesize the given product. From a dataset of Retrosynthesis with 50K atom-mapped reactions and 10 reaction types from USPTO. (1) Given the product CNC/C=C/COC[C@H]1CC[C@H](CN(C)S(=O)(=O)c2ccc(C(F)(F)F)cc2)CC1, predict the reactants needed to synthesize it. The reactants are: CN.CN(C[C@H]1CC[C@H](COC/C=C/CBr)CC1)S(=O)(=O)c1ccc(C(F)(F)F)cc1. (2) Given the product COC(=O)c1sc(C#CC(C)(C)C)cc1N[C@@H](C)CCO, predict the reactants needed to synthesize it. The reactants are: COC(=O)c1sc(C#CC(C)(C)C)cc1N[C@@H](C)CCO[Si](C)(C)C(C)(C)C. (3) Given the product CCCC(=O)c1c(F)cccc1NCc1ccccc1, predict the reactants needed to synthesize it. The reactants are: CCCC(=O)c1c(F)cccc1F.NCc1ccccc1. (4) Given the product CCCN(CCC)CC(=O)O[C@H]1C[C@]2(C)[C@@H](C(C)=O)CC[C@H]2[C@@H]2CC[C@H]3C[C@H](O)CC[C@]3(C)[C@@H]12, predict the reactants needed to synthesize it. The reactants are: CCCN(CCC)CC(=O)O[C@H]1C[C@]2(C)[C@@H](C(C)=O)CC[C@H]2[C@@H]2CC[C@H]3CC(=O)CC[C@]3(C)[C@@H]12. (5) Given the product COC(=O)c1c(OC)c(C(C)Nc2ncnc(N)c2C#N)nc2ccc(F)cc12, predict the reactants needed to synthesize it. The reactants are: COC(=O)c1c(OC)c(C(C)N)nc2ccc(F)cc12.N#Cc1c(N)ncnc1Cl. (6) Given the product CCOc1ccccc1O[C@@H]1CCCN(c2ncc(C(=O)NCc3cc(C)cc(C(=O)O)c3)cn2)C1, predict the reactants needed to synthesize it. The reactants are: CCOc1ccccc1O[C@@H]1CCCN(c2ncc(C(=O)NCc3cc(C)cc(C(=O)OC)c3)cn2)C1. (7) Given the product Nc1cccc(SCCO)c1[N+](=O)[O-], predict the reactants needed to synthesize it. The reactants are: Nc1cccc(Cl)c1[N+](=O)[O-].OCCS. (8) Given the product CCOC(=O)CN(Cc1ccc(Br)cc1[N+](=O)[O-])C(=O)c1ccc(Cl)cc1, predict the reactants needed to synthesize it. The reactants are: CCOC(=O)CNCc1ccc(Br)cc1[N+](=O)[O-].O=C(Cl)c1ccc(Cl)cc1. (9) Given the product O=C1c2c(O)c(=O)nc(CC3(n4ccc5cccnc54)CCCC3)n2CCN1C1COC1, predict the reactants needed to synthesize it. The reactants are: O=C1c2c(OCc3ccccc3)c(=O)nc(CC3(n4ccc5cccnc54)CCCC3)n2CCN1C1COC1.